This data is from Reaction yield outcomes from USPTO patents with 853,638 reactions. The task is: Predict the reaction yield, written as a fraction of the theoretical maximum amount of product (1.0 means a 100% yield; for example, 0.34 means a 34% yield). The product is [CH3:29][O:28][C:27]([C:2]1[O:1][CH:5]=[CH:4][C:3]=1[NH:6][C:7](=[O:13])[O:8][C:9]([CH3:10])([CH3:12])[CH3:11])=[O:30]. The catalyst is C1COCC1. The reactants are [O:1]1[CH:5]=[CH:4][C:3]([NH:6][C:7](=[O:13])[O:8][C:9]([CH3:12])([CH3:11])[CH3:10])=[CH:2]1.CN(CCN(C)C)C.C([Li])CCC.[C:27](=O)([O:30]C)[O:28][CH3:29]. The yield is 0.510.